This data is from Forward reaction prediction with 1.9M reactions from USPTO patents (1976-2016). The task is: Predict the product of the given reaction. (1) Given the reactants [CH3:1][O:2][C:3]1[CH:4]=[C:5]2[C:19](=[CH:20][CH:21]=1)[C:9]1[O:10][C:11]3([CH2:17][S:18][C:8]=1[C:7](=[O:22])[C:6]2=[O:23])[CH2:16][CH2:15][NH:14][CH2:13][CH2:12]3.[C:24]([C:28]1[CH:38]=[CH:37][C:31]([O:32][CH2:33][C@@H:34]2[CH2:36][O:35]2)=[CH:30][CH:29]=1)([CH3:27])([CH3:26])[CH3:25], predict the reaction product. The product is: [C:24]([C:28]1[CH:38]=[CH:37][C:31]([O:32][CH2:33][C@@H:34]([OH:35])[CH2:36][N:14]2[CH2:15][CH2:16][C:11]3([O:10][C:9]4[C:19]5[C:5]([C:6](=[O:23])[C:7](=[O:22])[C:8]=4[S:18][CH2:17]3)=[CH:4][C:3]([O:2][CH3:1])=[CH:21][CH:20]=5)[CH2:12][CH2:13]2)=[CH:30][CH:29]=1)([CH3:25])([CH3:26])[CH3:27]. (2) Given the reactants C(O[BH-]([O:10][C:11](=[O:13])[CH3:12])OC(=O)C)(=O)C.C[N+:15]([CH3:18])(C)C.C(OC(=O)CN[CH2:25][C:26]1[CH:31]=[CH:30][CH:29]=[CH:28][CH:27]=1)C.C(=O)[CH2:34][CH3:35].[C:37](O)(=O)[CH3:38], predict the reaction product. The product is: [CH2:25]([CH2:37][CH2:38][CH2:18][NH:15][CH2:12][C:11]([O:10][CH2:34][CH3:35])=[O:13])[C:26]1[CH:27]=[CH:28][CH:29]=[CH:30][CH:31]=1.